This data is from NCI-60 drug combinations with 297,098 pairs across 59 cell lines. The task is: Regression. Given two drug SMILES strings and cell line genomic features, predict the synergy score measuring deviation from expected non-interaction effect. Drug 1: C1CC(=O)NC(=O)C1N2CC3=C(C2=O)C=CC=C3N. Drug 2: N.N.Cl[Pt+2]Cl. Cell line: SNB-75. Synergy scores: CSS=5.82, Synergy_ZIP=1.31, Synergy_Bliss=4.88, Synergy_Loewe=4.38, Synergy_HSA=2.98.